Predict the reaction yield, written as a fraction of the theoretical maximum amount of product (1.0 means a 100% yield; for example, 0.34 means a 34% yield). From a dataset of Reaction yield outcomes from USPTO patents with 853,638 reactions. (1) The reactants are [CH3:1][O:2][C:3]1[CH:27]=[CH:26][C:6]([CH2:7][N:8]2[C:12]3=[N:13][CH:14]=[CH:15][C:16]([O:17][C:18]4[N:23]=[CH:22][C:21](N)=[CH:20][CH:19]=4)=[C:11]3[C:10]([CH3:25])=[N:9]2)=[CH:5][CH:4]=1.[F:28][C:29]1[CH:34]=[CH:33][C:32]([NH:35][C:36]([C:38]2([C:41](F)=[O:42])[CH2:40][CH2:39]2)=[O:37])=[CH:31][CH:30]=1.C[N:45](C=O)C.CCN(C(C)C)C(C)C. The catalyst is O. The product is [F:28][C:29]1[CH:34]=[CH:33][C:32]([N:35]([C:21]2[CH:22]=[N:23][C:18]([O:17][C:16]3[CH:15]=[CH:14][N:13]=[C:12]4[N:8]([CH2:7][C:6]5[CH:5]=[CH:4][C:3]([O:2][CH3:1])=[CH:27][CH:26]=5)[N:9]=[C:10]([CH3:25])[C:11]=34)=[CH:19][CH:20]=2)[C:36]([C:38]2([C:41]([NH2:45])=[O:42])[CH2:40][CH2:39]2)=[O:37])=[CH:31][CH:30]=1. The yield is 0.590. (2) The reactants are [NH2:1][C@@H:2]([CH2:27][C:28]1[CH:33]=[CH:32][CH:31]=[CH:30][CH:29]=1)[CH2:3][C@H:4]([OH:26])[C@@H:5]([NH:13][C:14]([C@@H:16]([NH:21][C:22](=[O:25])[O:23][CH3:24])[C:17]([CH3:20])([CH3:19])[CH3:18])=[O:15])[CH2:6][C:7]1[CH:12]=[CH:11][CH:10]=[CH:9][CH:8]=1.FC(F)(F)C(O)=O.[CH3:41][C@@H:42]([CH2:65][CH3:66])[C@H:43]([N:47]1[CH2:51][CH2:50][N:49]([CH2:52][C:53]2[N:54]=[C:55]([C:58]3[CH:63]=[CH:62][CH:61]=CN=3)[S:56][CH:57]=2)[C:48]1=[O:64])[C:44]([OH:46])=O.CCOP(O[N:76]1N=NC2C=CC=CC=2[C:77]1=O)(OCC)=O.C(N(CC)C(C)C)(C)C. The catalyst is C1COCC1. The product is [CH2:6]([C@H:5]([NH:13][C:14]([C@@H:16]([NH:21][C:22](=[O:25])[O:23][CH3:24])[C:17]([CH3:19])([CH3:20])[CH3:18])=[O:15])[C@@H:4]([OH:26])[CH2:3][C@@H:2]([NH:1][C:44](=[O:46])[C@@H:43]([N:47]1[CH2:51][CH2:50][N:49]([CH2:52][C:53]2[N:54]=[C:55]([C:58]3[CH:77]=[N:76][CH:61]=[CH:62][CH:63]=3)[S:56][CH:57]=2)[C:48]1=[O:64])[CH:42]([CH3:41])[CH2:65][CH3:66])[CH2:27][C:28]1[CH:29]=[CH:30][CH:31]=[CH:32][CH:33]=1)[C:7]1[CH:12]=[CH:11][CH:10]=[CH:9][CH:8]=1. The yield is 0.770. (3) The reactants are [CH2:1]([O:3][C:4]([C:6]1[CH:7]=[N:8][N:9]([CH3:22])[C:10]=1[NH:11][C:12]1[CH:17]=[CH:16][C:15]([Cl:18])=[CH:14][C:13]=1[N+:19]([O-])=O)=[O:5])[CH3:2]. The catalyst is CO.C(O)(=O)C.[Zn]. The product is [CH2:1]([O:3][C:4]([C:6]1[CH:7]=[N:8][N:9]([CH3:22])[C:10]=1[NH:11][C:12]1[CH:17]=[CH:16][C:15]([Cl:18])=[CH:14][C:13]=1[NH2:19])=[O:5])[CH3:2]. The yield is 0.780. (4) The catalyst is ClCCl.O1CCCC1.CN(C=O)C.C(N(CC)CC)C.C([Sn](CCCC)=O)CCC. The product is [CH3:28][C:18]1[CH:23]=[CH:22][C:21]([S:24]([O:16][C:12]2([CH2:14][OH:15])[C:11]3=[C:10]4[C:5](=[CH:4][CH:3]=[C:2]3[F:1])[CH:6]=[CH:7][C:8](=[O:17])[N:9]4[CH2:13]2)(=[O:26])=[O:25])=[CH:20][CH:19]=1. The reactants are [F:1][C:2]1[C:11]2[C:12]([OH:16])([CH2:14][OH:15])[CH2:13][N:9]3[C:10]=2[C:5]([CH:6]=[CH:7][C:8]3=[O:17])=[CH:4][CH:3]=1.[C:18]1([CH3:28])[CH:23]=[CH:22][C:21]([S:24](Cl)(=[O:26])=[O:25])=[CH:20][CH:19]=1.C(=O)(O)[O-].[Na+]. The yield is 0.770. (5) The reactants are [CH3:1][N:2]1[CH:6]=[CH:5][CH:4]=[C:3]1[C:7]#[N:8].C(OB(OC(C)C)OC(C)C)(C)C.C([N-]C(C)C)(C)C.[Li+].Br[C:31]1[CH:45]=[CH:44][C:34]2[NH:35][C:36](=[O:43])[O:37][C:38]([CH2:41][CH3:42])([CH2:39][CH3:40])[C:33]=2[CH:32]=1.C(=O)([O-])[O-].[K+].[K+].[Cl-].[NH4+]. The catalyst is C1COCC1.O. The product is [CH2:41]([C:38]1([CH2:39][CH3:40])[C:33]2[CH:32]=[C:31]([C:6]3[N:2]([CH3:1])[C:3]([C:7]#[N:8])=[CH:4][CH:5]=3)[CH:45]=[CH:44][C:34]=2[NH:35][C:36](=[O:43])[O:37]1)[CH3:42]. The yield is 0.550. (6) The reactants are [F:1][C:2]1[CH:3]=[C:4]([CH:6]=[CH:7][C:8]=1[N+:9]([O-:11])=[O:10])[NH2:5].[Br:12]N1C(=O)CCC1=O. The catalyst is C(OCC)(=O)C. The product is [Br:12][C:6]1[CH:7]=[C:8]([N+:9]([O-:11])=[O:10])[C:2]([F:1])=[CH:3][C:4]=1[NH2:5]. The yield is 0.500. (7) The reactants are [C:1]([C:5]1[CH:6]=[C:7]2[C:11](=[CH:12][CH:13]=1)[C:10](=[O:14])[N:9]([C:15]1[CH:20]=[CH:19][CH:18]=[C:17]([C:21]3[CH:26]=[C:25]([NH:27][C:28]4[CH:32]=[CH:31][N:30]([CH2:33]C)[N:29]=4)[C:24](=[O:35])[N:23]([CH3:36])[N:22]=3)[C:16]=1[CH2:37][OH:38])[CH2:8]2)([CH3:4])([CH3:3])[CH3:2].ClC1C=C(NC2C=CN=CN=2)C(=O)N(C)N=1.C(OCC1C(B2OC(C)(C)C(C)(C)O2)=CC=CC=1N1CC2C(=CC=C(C(C)(C)C)C=2)C1=O)(=O)C. No catalyst specified. The product is [C:1]([C:5]1[CH:6]=[C:7]2[C:11](=[CH:12][CH:13]=1)[C:10](=[O:14])[N:9]([C:15]1[CH:20]=[CH:19][CH:18]=[C:17]([C:21]3[CH:26]=[C:25]([NH:27][C:28]4[CH:32]=[CH:31][N:30]=[CH:33][N:29]=4)[C:24](=[O:35])[N:23]([CH3:36])[N:22]=3)[C:16]=1[CH2:37][OH:38])[CH2:8]2)([CH3:3])([CH3:4])[CH3:2]. The yield is 0.490.